From a dataset of Forward reaction prediction with 1.9M reactions from USPTO patents (1976-2016). Predict the product of the given reaction. (1) Given the reactants [CH3:1][N:2]([CH3:15])[C:3]1([C:13]#[N:14])[CH2:12][CH2:11][C:6]2([O:10]CCO2)[CH2:5][CH2:4]1.C#C.[C:18]1(C)[CH:23]=CC=[CH:20][CH:19]=1, predict the reaction product. The product is: [CH3:15][N:2]([CH3:1])[C:3]1([C:13]2[CH:20]=[CH:19][CH:18]=[CH:23][N:14]=2)[CH2:4][CH2:5][C:6](=[O:10])[CH2:11][CH2:12]1. (2) Given the reactants [H-].[Na+].Cl[CH2:4][C:5]1[NH:6][C:7](=[O:15])[C:8]2[CH2:14][O:13][CH2:12][CH2:11][C:9]=2[N:10]=1.[CH:16]1([CH2:19][NH:20][C:21](=[O:27])[O:22][C:23]([CH3:26])([CH3:25])[CH3:24])[CH2:18][CH2:17]1.O, predict the reaction product. The product is: [CH:16]1([CH2:19][N:20]([CH2:4][C:5]2[NH:6][C:7](=[O:15])[C:8]3[CH2:14][O:13][CH2:12][CH2:11][C:9]=3[N:10]=2)[C:21](=[O:27])[O:22][C:23]([CH3:25])([CH3:24])[CH3:26])[CH2:17][CH2:18]1. (3) Given the reactants [CH2:1]([O:3][C:4](=[O:13])[C:5]1[CH:10]=[C:9]([Br:11])[CH:8]=[N:7][C:6]=1[NH2:12])[CH3:2].[CH:14](=O)[CH3:15].C(O)(=O)C.C(O[BH-](OC(=O)C)OC(=O)C)(=O)C.[Na+], predict the reaction product. The product is: [Br:11][C:9]1[CH:8]=[N:7][C:6]([NH:12][CH2:14][CH3:15])=[C:5]([CH:10]=1)[C:4]([O:3][CH2:1][CH3:2])=[O:13]. (4) The product is: [F:11][C:8]1[CH:9]=[CH:10][C:5]([CH:3]([OH:4])[CH:2]([NH:1][C:39](=[O:40])[C@@H:31]([NH:30][C:28](=[O:29])[O:27][C:23]([CH3:24])([CH3:25])[CH3:26])[CH2:32][C:33]2[CH:38]=[CH:37][CH:36]=[CH:35][CH:34]=2)[CH2:12][C:13]2[CH:18]=[CH:17][C:16]([C:19]([F:22])([F:20])[F:21])=[CH:15][CH:14]=2)=[CH:6][CH:7]=1. Given the reactants [NH2:1][CH:2]([CH2:12][C:13]1[CH:18]=[CH:17][C:16]([C:19]([F:22])([F:21])[F:20])=[CH:15][CH:14]=1)[CH:3]([C:5]1[CH:10]=[CH:9][C:8]([F:11])=[CH:7][CH:6]=1)[OH:4].[C:23]([O:27][C:28]([NH:30][C@H:31]([C:39](O)=[O:40])[CH2:32][C:33]1[CH:38]=[CH:37][CH:36]=[CH:35][CH:34]=1)=[O:29])([CH3:26])([CH3:25])[CH3:24].Cl.C(N=C=NCCCN(C)C)C.ON1C2C=CC=CC=2N=N1, predict the reaction product. (5) Given the reactants [Cl:1][C:2]1[C:7]([C:8]([NH:10][C:11]2[CH:16]=[CH:15][CH:14]=[CH:13][C:12]=2[O:17][CH3:18])=[O:9])=[C:6](Cl)[N:5]=[CH:4][N:3]=1.[NH3:20], predict the reaction product. The product is: [NH2:20][C:6]1[C:7]([C:8]([NH:10][C:11]2[CH:16]=[CH:15][CH:14]=[CH:13][C:12]=2[O:17][CH3:18])=[O:9])=[C:2]([Cl:1])[N:3]=[CH:4][N:5]=1. (6) Given the reactants [F:1][C:2]1[CH:27]=[CH:26][C:25]([F:28])=[CH:24][C:3]=1[CH2:4][N:5]1[CH2:10][CH2:9][NH:8][C:7]2[N:11]=[CH:12][C:13]([C:15]3[CH:23]=[CH:22][C:18]([C:19](O)=[O:20])=[CH:17][CH:16]=3)=[CH:14][C:6]1=2.[NH:29]1[CH2:33][CH2:32][CH2:31][C@H:30]1[CH2:34][N:35]1[CH2:39][CH2:38][CH2:37][CH2:36]1, predict the reaction product. The product is: [F:1][C:2]1[CH:27]=[CH:26][C:25]([F:28])=[CH:24][C:3]=1[CH2:4][N:5]1[CH2:10][CH2:9][NH:8][C:7]2[N:11]=[CH:12][C:13]([C:15]3[CH:23]=[CH:22][C:18]([C:19]([N:29]4[CH2:33][CH2:32][CH2:31][C@H:30]4[CH2:34][N:35]4[CH2:39][CH2:38][CH2:37][CH2:36]4)=[O:20])=[CH:17][CH:16]=3)=[CH:14][C:6]1=2.